From a dataset of Forward reaction prediction with 1.9M reactions from USPTO patents (1976-2016). Predict the product of the given reaction. Given the reactants C(O[C:6]([N:8]1[CH2:15][C:14](=[CH2:16])[CH2:13][C@H:9]1[C:10]([OH:12])=O)=[O:7])(C)(C)C.[O:17]=[C:18]1[C:23](C(Cl)=O)=[CH:22][CH:21]=[C:20]([CH2:27][CH2:28][CH2:29][CH2:30][CH3:31])[O:19]1.[C:32]([NH2:36])([CH3:35])([CH3:34])[CH3:33], predict the reaction product. The product is: [C:32]([NH:36][C:10]([C@@H:9]1[CH2:13][C:14](=[CH2:16])[CH2:15][N:8]1[C:6]([C:23]1[C:18](=[O:17])[O:19][C:20]([CH2:27][CH2:28][CH2:29][CH2:30][CH3:31])=[CH:21][CH:22]=1)=[O:7])=[O:12])([CH3:35])([CH3:34])[CH3:33].